The task is: Predict which catalyst facilitates the given reaction.. This data is from Catalyst prediction with 721,799 reactions and 888 catalyst types from USPTO. Reactant: [F:1][C:2]1[CH:7]=[C:6]([I:8])[CH:5]=[CH:4][C:3]=1[N:9]1[C:14]2[N:15]([CH3:21])[C:16](=[O:20])[CH:17]=[C:18]([OH:19])[C:13]=2[C:12](=[O:22])[N:11]([CH2:23][C:24]2[CH:29]=[CH:28][C:27]([O:30][CH3:31])=[CH:26][CH:25]=2)[C:10]1=[O:32].C(N(CC)CC)C.[F:40][C:41]([F:54])([F:53])[S:42](O[S:42]([C:41]([F:54])([F:53])[F:40])(=[O:44])=[O:43])(=[O:44])=[O:43]. Product: [F:40][C:41]([F:54])([F:53])[S:42]([O:19][C:18]1[C:13]2[C:12](=[O:22])[N:11]([CH2:23][C:24]3[CH:29]=[CH:28][C:27]([O:30][CH3:31])=[CH:26][CH:25]=3)[C:10](=[O:32])[N:9]([C:3]3[CH:4]=[CH:5][C:6]([I:8])=[CH:7][C:2]=3[F:1])[C:14]=2[N:15]([CH3:21])[C:16](=[O:20])[CH:17]=1)(=[O:44])=[O:43]. The catalyst class is: 4.